Dataset: NCI-60 drug combinations with 297,098 pairs across 59 cell lines. Task: Regression. Given two drug SMILES strings and cell line genomic features, predict the synergy score measuring deviation from expected non-interaction effect. (1) Drug 1: C1=CN(C=N1)CC(O)(P(=O)(O)O)P(=O)(O)O. Drug 2: CCN(CC)CCCC(C)NC1=C2C=C(C=CC2=NC3=C1C=CC(=C3)Cl)OC. Cell line: SF-295. Synergy scores: CSS=10.9, Synergy_ZIP=-2.16, Synergy_Bliss=4.06, Synergy_Loewe=-3.95, Synergy_HSA=-0.124. (2) Drug 1: CS(=O)(=O)C1=CC(=C(C=C1)C(=O)NC2=CC(=C(C=C2)Cl)C3=CC=CC=N3)Cl. Drug 2: C1CN(CCN1C(=O)CCBr)C(=O)CCBr. Cell line: HOP-62. Synergy scores: CSS=26.2, Synergy_ZIP=-7.47, Synergy_Bliss=-3.69, Synergy_Loewe=-13.5, Synergy_HSA=-5.86. (3) Drug 1: CN1CCC(CC1)COC2=C(C=C3C(=C2)N=CN=C3NC4=C(C=C(C=C4)Br)F)OC. Drug 2: C1CN(P(=O)(OC1)NCCCl)CCCl. Cell line: SK-MEL-2. Synergy scores: CSS=-1.57, Synergy_ZIP=0.345, Synergy_Bliss=-3.01, Synergy_Loewe=-7.20, Synergy_HSA=-5.81. (4) Drug 1: CC1OCC2C(O1)C(C(C(O2)OC3C4COC(=O)C4C(C5=CC6=C(C=C35)OCO6)C7=CC(=C(C(=C7)OC)O)OC)O)O. Drug 2: C1=CN(C(=O)N=C1N)C2C(C(C(O2)CO)O)O.Cl. Cell line: EKVX. Synergy scores: CSS=43.1, Synergy_ZIP=-5.79, Synergy_Bliss=-0.658, Synergy_Loewe=-1.39, Synergy_HSA=2.29. (5) Drug 1: CN1CCC(CC1)COC2=C(C=C3C(=C2)N=CN=C3NC4=C(C=C(C=C4)Br)F)OC. Synergy scores: CSS=82.9, Synergy_ZIP=10.4, Synergy_Bliss=10.2, Synergy_Loewe=-6.29, Synergy_HSA=11.6. Cell line: MOLT-4. Drug 2: C1=CC(=C2C(=C1NCCNCCO)C(=O)C3=C(C=CC(=C3C2=O)O)O)NCCNCCO.